From a dataset of Catalyst prediction with 721,799 reactions and 888 catalyst types from USPTO. Predict which catalyst facilitates the given reaction. (1) Reactant: [C:1]([C@:4]([NH:14][C:15](=[O:26])[O:16][CH2:17][C:18]1[CH:23]=[C:22](C)N=C(C)C=1)([CH3:13])[CH2:5][C:6]1[CH:11]=[CH:10][C:9]([OH:12])=[CH:8][CH:7]=1)([OH:3])=O.CC[N:29]([CH:33]([CH3:35])[CH3:34])C(C)C.[CH2:36]([NH2:41])[CH2:37][CH:38]([CH3:40])[CH3:39].[CH3:42]N(C(ON1N=NC2C=CC=CC1=2)=[N+](C)C)C.[B-](F)(F)(F)F.[ClH:64].CCOCC. Product: [ClH:64].[CH3:22][C:23]1[CH:18]=[C:17]([O:16][C:15](=[O:26])[N:14]([CH3:42])[C@:4]([CH2:5][C:6]2[CH:7]=[CH:8][C:9]([OH:12])=[CH:10][CH:11]=2)([CH3:13])[C:1]([NH:41][CH2:36][CH2:37][CH:38]([CH3:40])[CH3:39])=[O:3])[CH:35]=[C:33]([CH3:34])[N:29]=1. The catalyst class is: 121. (2) Reactant: C[Si](C)(C)[C:3]#[C:4][C:5]1[N:10]=[CH:9][C:8]([NH:11][C:12](=[O:18])[O:13][C:14]([CH3:17])([CH3:16])[CH3:15])=[CH:7][CH:6]=1.[F-].C([N+](CCCC)(CCCC)CCCC)CCC. Product: [C:4]([C:5]1[N:10]=[CH:9][C:8]([NH:11][C:12](=[O:18])[O:13][C:14]([CH3:16])([CH3:15])[CH3:17])=[CH:7][CH:6]=1)#[CH:3]. The catalyst class is: 1. (3) Reactant: [Br:1][C:2]1[CH:9]=[CH:8][CH:7]=[CH:6][C:3]=1[CH:4]=[O:5].[CH2:10](O)[CH2:11][CH2:12][OH:13].O.C1(C)C=CC(S(O)(=O)=O)=CC=1. Product: [Br:1][C:2]1[CH:9]=[CH:8][CH:7]=[CH:6][C:3]=1[CH:4]1[O:13][CH2:12][CH2:11][CH2:10][O:5]1. The catalyst class is: 48. (4) Reactant: Cl.Cl.[N:3]1[C:11]2[CH:10]=[CH:9][N:8]=[CH:7][C:6]=2[O:5][C:4]=1[NH:12][CH:13]1[CH2:18][CH2:17][NH:16][CH2:15][CH2:14]1.[NH2:19][C:20]1[C:27]([O:28][CH2:29][CH3:30])=[CH:26][C:23]([CH:24]=O)=[CH:22][C:21]=1[O:31][CH2:32][CH3:33].C([BH3-])#N.[Na+].C(N(C(C)C)C(C)C)C. Product: [NH2:19][C:20]1[C:21]([O:31][CH2:32][CH3:33])=[CH:22][C:23]([CH2:24][N:16]2[CH2:17][CH2:18][CH:13]([NH:12][C:4]3[O:5][C:6]4[CH:7]=[N:8][CH:9]=[CH:10][C:11]=4[N:3]=3)[CH2:14][CH2:15]2)=[CH:26][C:27]=1[O:28][CH2:29][CH3:30]. The catalyst class is: 212.